From a dataset of Forward reaction prediction with 1.9M reactions from USPTO patents (1976-2016). Predict the product of the given reaction. (1) The product is: [CH3:11][N:6]1[C:2](=[O:1])[CH2:3][CH2:4][C@@H:5]1[C:7]([O:9][CH3:10])=[O:8]. Given the reactants [O:1]=[C:2]1[NH:6][C@@H:5]([C:7]([O:9][CH3:10])=[O:8])[CH2:4][CH2:3]1.[C:11]([O-])([O-])=O.[K+].[K+].CI, predict the reaction product. (2) Given the reactants [CH3:1][CH:2]([C@@H:4]1[N:9]([C:10]([O:12][C:13]([CH3:16])([CH3:15])[CH3:14])=[O:11])[CH2:8][CH2:7][NH:6][CH2:5]1)[CH3:3].[C:17](O[BH-](OC(=O)C)OC(=O)C)(=O)C.[Na+].C=O, predict the reaction product. The product is: [CH3:17][N:6]1[CH2:7][CH2:8][N:9]([C:10]([O:12][C:13]([CH3:14])([CH3:16])[CH3:15])=[O:11])[C@@H:4]([CH:2]([CH3:1])[CH3:3])[CH2:5]1. (3) Given the reactants [O-]S([O-])(=O)=O.[Ca+2].O=P(Cl)(Cl)Cl.[C:12]([OH:24])(=[O:23])[CH2:13][C:14]1[C:15](=[CH:19][CH:20]=[CH:21][CH:22]=1)[C:16]([OH:18])=O.[CH3:25][N:26]([CH:28]=O)[CH3:27], predict the reaction product. The product is: [CH3:25][N:26]([CH:28]=[C:13]1[C:14]2[CH:22]=[CH:21][CH:20]=[CH:19][C:15]=2[C:16](=[O:18])[O:24][C:12]1=[O:23])[CH3:27]. (4) Given the reactants [C:9](O[C:9]([O:11][C:12]([CH3:15])([CH3:14])[CH3:13])=[O:10])([O:11][C:12]([CH3:15])([CH3:14])[CH3:13])=[O:10].Cl.[CH3:17][CH:18]1[CH2:23][C:22](=[O:24])[CH2:21][CH2:20][NH:19]1, predict the reaction product. The product is: [CH3:17][CH:18]1[CH2:23][C:22](=[O:24])[CH2:21][CH2:20][N:19]1[C:9]([O:11][C:12]([CH3:13])([CH3:14])[CH3:15])=[O:10]. (5) Given the reactants [OH:1][N:2]=[C:3]([C:5]1[CH:13]=[CH:12][C:11]2[N:10]3[CH2:14][CH2:15][CH:16]([CH2:17][C:18]([O:20]C(C)(C)C)=[O:19])[C:9]3=[CH:8][C:7]=2[CH:6]=1)[NH2:4].[Cl:25][C:26]1[CH:27]=[C:28]([CH:32]=[C:33]([Cl:35])[N:34]=1)[C:29](Cl)=O, predict the reaction product. The product is: [Cl:25][C:26]1[CH:27]=[C:28]([C:29]2[O:1][N:2]=[C:3]([C:5]3[CH:13]=[CH:12][C:11]4[N:10]5[CH2:14][CH2:15][CH:16]([CH2:17][C:18]([OH:20])=[O:19])[C:9]5=[CH:8][C:7]=4[CH:6]=3)[N:4]=2)[CH:32]=[C:33]([Cl:35])[N:34]=1. (6) Given the reactants [I-].C[S+](C)(C)=O.[F:7][C:8]1[CH:13]=[CH:12][C:11]([N:14]2[C:22]3[C:17](=[CH:18][C:19]4[C@@:27]5([CH2:33][C:34]6[CH:39]=[CH:38][CH:37]=[CH:36][N:35]=6)[CH2:28][CH2:29][C:30](=[O:32])[CH2:31][C@H:26]5[CH2:25][CH2:24][CH2:23][C:20]=4[CH:21]=3)[CH:16]=[N:15]2)=[CH:10][CH:9]=1.F[C:41]1C=CC(N2C3C(=CC4[C@]5(CC6C=CC=CN=6)CCC(=O)C[C@@H]5CCCC=4C=3)C=N2)=CC=1, predict the reaction product. The product is: [F:7][C:8]1[CH:13]=[CH:12][C:11]([N:14]2[C:22]3[CH:21]=[C:20]4[CH2:23][CH2:24][CH2:25][CH:26]5[CH2:31][C:30]6([CH2:41][O:32]6)[CH2:29][CH2:28][C:27]5([CH2:33][C:34]5[CH:39]=[CH:38][CH:37]=[CH:36][N:35]=5)[C:19]4=[CH:18][C:17]=3[CH:16]=[N:15]2)=[CH:10][CH:9]=1. (7) The product is: [Cl:1][C:2]1[CH:3]=[C:4]([CH:8]([O:19][CH2:20][CH2:21][NH:22][C:23]([O:25][CH3:26])=[O:24])[C:9]2[CH:10]=[C:11]([CH:16]=[CH:17][CH:18]=2)[C:12]([OH:14])=[O:13])[CH:5]=[CH:6][CH:7]=1. Given the reactants [Cl:1][C:2]1[CH:3]=[C:4]([CH:8]([O:19][CH2:20][CH2:21][NH:22][C:23]([O:25][CH3:26])=[O:24])[C:9]2[CH:10]=[C:11]([CH:16]=[CH:17][CH:18]=2)[C:12]([O:14]C)=[O:13])[CH:5]=[CH:6][CH:7]=1, predict the reaction product. (8) Given the reactants C([O:3][C:4](=O)[CH2:5][C:6]1[N:7]=[C:8]([C:11]2[CH:16]=[CH:15][C:14]([Cl:17])=[CH:13][CH:12]=2)[S:9][CH:10]=1)C.CC(C[AlH]CC(C)C)C, predict the reaction product. The product is: [Cl:17][C:14]1[CH:13]=[CH:12][C:11]([C:8]2[S:9][CH:10]=[C:6]([CH2:5][CH2:4][OH:3])[N:7]=2)=[CH:16][CH:15]=1.